From a dataset of Reaction yield outcomes from USPTO patents with 853,638 reactions. Predict the reaction yield, written as a fraction of the theoretical maximum amount of product (1.0 means a 100% yield; for example, 0.34 means a 34% yield). (1) The reactants are [C:1]([C:3]1[C:11]2[C:6](=[C:7]([N+:13]([O-])=O)[CH:8]=[CH:9][C:10]=2[CH3:12])[NH:5][CH:4]=1)#[N:2].O. The catalyst is C(OCC)(=O)C.CO.COCCOC.[C].[Pd]. The product is [NH2:13][C:7]1[CH:8]=[CH:9][C:10]([CH3:12])=[C:11]2[C:6]=1[NH:5][CH:4]=[C:3]2[C:1]#[N:2]. The yield is 0.848. (2) The reactants are [C:1]1([C:17]2[CH:22]=[CH:21][CH:20]=[CH:19][CH:18]=2)[CH:6]=[CH:5][C:4]([CH:7]([NH:15][CH3:16])[CH2:8][N:9]2[CH2:14][CH2:13][O:12][CH2:11][CH2:10]2)=[CH:3][CH:2]=1.[Cl:23][C:24]1[C:25]([Cl:38])=[CH:26][C:27]2[O:32][CH2:31][CH2:30][N:29]([CH2:33][C:34]([OH:36])=O)[C:28]=2[CH:37]=1.CN([P+]([O:49]N1N=NC2C=CC=CC1=2)(N(C)C)N(C)C)C.F[P-](F)(F)(F)(F)F.C(N(CC)CC)C. The catalyst is CN(C=O)C. The product is [C:1]1([C:17]2[CH:22]=[CH:21][CH:20]=[CH:19][CH:18]=2)[CH:2]=[CH:3][C:4]([CH:7]([N:15]([CH3:16])[C:34](=[O:36])[CH2:33][N:29]2[C:28]3[CH:37]=[C:24]([Cl:23])[C:25]([Cl:38])=[CH:26][C:27]=3[O:32][CH2:31][C:30]2=[O:49])[CH2:8][N:9]2[CH2:10][CH2:11][O:12][CH2:13][CH2:14]2)=[CH:5][CH:6]=1. The yield is 0.590. (3) The reactants are [CH:1]([NH:4][C:5]([C@@H:7]1[CH2:12][CH2:11][C@H:10]([N:13]2[C:21]3[CH:20]=[C:19]([O:22][CH2:23][CH2:24][N:25]4[CH2:30][CH2:29][CH2:28][CH2:27][CH2:26]4)[N:18]=[CH:17][C:16]=3[NH:15]/[C:14]/2=[N:31]\C(C2C=CC3C=CSC=3C=2)=O)[CH2:9][CH2:8]1)=[O:6])([CH3:3])[CH3:2].[Cl:43][C:44]1[CH:45]=[C:46]([CH:50]=[CH:51][C:52]=1[F:53])[C:47]([OH:49])=O. No catalyst specified. The product is [Cl:43][C:44]1[CH:45]=[C:46]([CH:50]=[CH:51][C:52]=1[F:53])[C:47](/[N:31]=[C:14]1/[N:13]([C@H:10]2[CH2:9][CH2:8][C@@H:7]([C:5](=[O:6])[NH:4][CH:1]([CH3:2])[CH3:3])[CH2:12][CH2:11]2)[C:21]2[CH:20]=[C:19]([O:22][CH2:23][CH2:24][N:25]3[CH2:30][CH2:29][CH2:28][CH2:27][CH2:26]3)[N:18]=[CH:17][C:16]=2[NH:15]/1)=[O:49]. The yield is 0.454. (4) The reactants are [F:1][C:2]1[CH:3]=[C:4]([O:9][CH3:10])[CH:5]=[C:6]([F:8])[CH:7]=1.Cl[CH:12]([O:14]C)Cl. The catalyst is ClCCl.[Ti](Cl)(Cl)(Cl)Cl. The product is [F:1][C:2]1[CH:7]=[C:6]([F:8])[CH:5]=[C:4]([O:9][CH3:10])[C:3]=1[CH:12]=[O:14]. The yield is 0.370. (5) The reactants are C(O)(C(F)(F)F)=O.C(OC([N:15]([C:23]1[C:28]([C:29]#[CH:30])=[N:27][C:26]([C:31]2[CH:36]=[CH:35][C:34]([S:37]([CH:40]([CH3:42])[CH3:41])(=[O:39])=[O:38])=[CH:33][CH:32]=2)=[CH:25][N:24]=1)C(=O)OC(C)(C)C)=O)(C)(C)C. The catalyst is C(Cl)Cl. The product is [C:29]([C:28]1[C:23]([NH2:15])=[N:24][CH:25]=[C:26]([C:31]2[CH:32]=[CH:33][C:34]([S:37]([CH:40]([CH3:41])[CH3:42])(=[O:39])=[O:38])=[CH:35][CH:36]=2)[N:27]=1)#[CH:30]. The yield is 0.930.